This data is from Reaction yield outcomes from USPTO patents with 853,638 reactions. The task is: Predict the reaction yield, written as a fraction of the theoretical maximum amount of product (1.0 means a 100% yield; for example, 0.34 means a 34% yield). (1) The reactants are [NH2:1][C:2]1[C:3]2[C:10]([C:11]3[CH:16]=[CH:15][C:14]([O:17][C:18]4[CH:23]=[CH:22][CH:21]=[CH:20][CH:19]=4)=[CH:13][CH:12]=3)=[CH:9][N:8]([CH:24]3[CH2:28][CH2:27][N:26](C(OC(C)(C)C)=O)[CH2:25]3)[C:4]=2[N:5]=[CH:6][N:7]=1.FC(F)(F)C(O)=O. The catalyst is ClCCl. The product is [O:17]([C:14]1[CH:13]=[CH:12][C:11]([C:10]2[C:3]3[C:2]([NH2:1])=[N:7][CH:6]=[N:5][C:4]=3[N:8]([CH:24]3[CH2:28][CH2:27][NH:26][CH2:25]3)[CH:9]=2)=[CH:16][CH:15]=1)[C:18]1[CH:23]=[CH:22][CH:21]=[CH:20][CH:19]=1. The yield is 0.790. (2) The reactants are Cl[C:2]1[N:3]=[CH:4][C:5]2[CH2:11][N:10]([C:12]([C:14]3[CH:15]=[N:16][CH:17]=[CH:18][CH:19]=3)=[O:13])[CH2:9][CH2:8][C:6]=2[N:7]=1.[CH3:20][O:21][C:22]1[CH:28]=[CH:27][C:25]([NH2:26])=[CH:24][CH:23]=1.CCOC(C)=O. The catalyst is C(O)(C)C. The product is [CH3:20][O:21][C:22]1[CH:28]=[CH:27][C:25]([NH:26][C:2]2[N:3]=[CH:4][C:5]3[CH2:11][N:10]([C:12]([C:14]4[CH:15]=[N:16][CH:17]=[CH:18][CH:19]=4)=[O:13])[CH2:9][CH2:8][C:6]=3[N:7]=2)=[CH:24][CH:23]=1. The yield is 0.243. (3) The reactants are Cl.[CH3:2][O:3][C:4](=[O:11])[CH2:5][CH2:6][CH2:7][CH2:8][CH2:9][NH2:10].C(N(CC)CC)C.C(Cl)Cl.[C:22]([N:30]=[C:31]=[O:32])(=[O:29])[C:23]1[CH:28]=[CH:27][CH:26]=[CH:25][CH:24]=1. The catalyst is CN(C1C=CN=CC=1)C.O. The product is [CH3:2][O:3][C:4](=[O:11])[CH2:5][CH2:6][CH2:7][CH2:8][CH2:9][NH:10][C:31]([NH:30][C:22](=[O:29])[C:23]1[CH:24]=[CH:25][CH:26]=[CH:27][CH:28]=1)=[O:32]. The yield is 1.00.